This data is from Catalyst prediction with 721,799 reactions and 888 catalyst types from USPTO. The task is: Predict which catalyst facilitates the given reaction. (1) Reactant: [C:1]1([C:7]2[CH:12]=[C:11]([C:13]3[CH:18]=[CH:17][CH:16]=[CH:15][CH:14]=3)[N:10]=[C:9]([O:19][CH2:20][CH2:21][CH2:22][CH2:23][C:24]([CH3:28])([CH3:27])[CH2:25][NH2:26])[CH:8]=2)[CH:6]=[CH:5][CH:4]=[CH:3][CH:2]=1.CN(C)[CH:31]=[O:32].C(N(CC)CC)C.C(ON1C(=O)CCC1=O)(=O)[C:42]1[CH:47]=[CH:46][CH:45]=[N:44][CH:43]=1. Product: [C:1]1([C:7]2[CH:12]=[C:11]([C:13]3[CH:14]=[CH:15][CH:16]=[CH:17][CH:18]=3)[N:10]=[C:9]([O:19][CH2:20][CH2:21][CH2:22][CH2:23][C:24]([CH3:28])([CH3:27])[CH2:25][N:26]([C:42]3[CH:43]=[N:44][CH:45]=[CH:46][CH:47]=3)[CH:31]=[O:32])[CH:8]=2)[CH:2]=[CH:3][CH:4]=[CH:5][CH:6]=1. The catalyst class is: 47. (2) Reactant: C(O)C.[Cl:4][C:5]1[CH:6]=[C:7]([C:11]2[CH:16]=[C:15]([CH2:17][C:18]3[CH:23]=[CH:22][C:21]([N+:24]([O-])=O)=[CH:20][CH:19]=3)[CH:14]=[CH:13][C:12]=2[O:27][CH3:28])[CH:8]=[CH:9][CH:10]=1. Product: [Cl:4][C:5]1[CH:6]=[C:7]([C:11]2[C:12]([O:27][CH3:28])=[CH:13][CH:14]=[C:15]([CH2:17][C:18]3[CH:19]=[CH:20][C:21]([NH2:24])=[CH:22][CH:23]=3)[CH:16]=2)[CH:8]=[CH:9][CH:10]=1. The catalyst class is: 150. (3) Reactant: B(Br)(Br)Br.[CH:5]1([C:8]2[CH:14]=[CH:13][C:11]([NH2:12])=[CH:10][C:9]=2[O:15]C)[CH2:7][CH2:6]1. Product: [NH2:12][C:11]1[CH:13]=[CH:14][C:8]([CH:5]2[CH2:7][CH2:6]2)=[C:9]([OH:15])[CH:10]=1. The catalyst class is: 4. (4) Reactant: C(/C=C1/CC[C@H]([NH:10][C:11](=[O:17])[O:12]C(C)(C)C)CO/1)#N.[C:18](/[CH:20]=[C:21]1\[CH2:22][CH2:23][C@H:24]([NH:27][C:28](=[O:34])[O:29][C:30]([CH3:33])([CH3:32])[CH3:31])[CH2:25][O:26]\1)#[N:19].[H][H]. Product: [C:11](=[O:12])([O-:17])[NH2:10].[C:18]([CH2:20][C@@H:21]1[O:26][CH2:25][C@@H:24]([NH:27][C:28](=[O:34])[O:29][C:30]([CH3:32])([CH3:31])[CH3:33])[CH2:23][CH2:22]1)#[N:19]. The catalyst class is: 43. (5) Reactant: C(P(C12CC3CC(CC(C3)C1)C2)C12CC3CC(CC(C3)C1)C2)CCC.C(O)(=O)C(C)(C)C.[F-].[Cs+].Br[C:36]1[CH:41]=[C:40]([Cl:42])[CH:39]=[CH:38][N:37]=1.[CH:43]1([C@H:47]([NH:49][C:50]2[N:58]=[C:57]([C:59]#[N:60])[N:56]=[C:55]3[C:51]=2[N:52]([CH2:61][C:62]2[CH:67]=[CH:66][C:65]([C:68]([F:71])([F:70])[F:69])=[CH:64][CH:63]=2)[CH:53]=[N:54]3)[CH3:48])[CH2:46][CH2:45][CH2:44]1. Product: [Cl:42][C:40]1[CH:39]=[CH:38][N:37]=[C:36]([C:53]2[N:52]([CH2:61][C:62]3[CH:67]=[CH:66][C:65]([C:68]([F:69])([F:70])[F:71])=[CH:64][CH:63]=3)[C:51]3[C:55](=[N:56][C:57]([C:59]#[N:60])=[N:58][C:50]=3[NH:49][C@@H:47]([CH:43]3[CH2:44][CH2:45][CH2:46]3)[CH3:48])[N:54]=2)[CH:41]=1. The catalyst class is: 160.